Dataset: Reaction yield outcomes from USPTO patents with 853,638 reactions. Task: Predict the reaction yield, written as a fraction of the theoretical maximum amount of product (1.0 means a 100% yield; for example, 0.34 means a 34% yield). (1) The reactants are [NH2:1][C:2]1[CH:3]=[C:4]([CH:21]=[CH:22][C:23]=1[CH3:24])[O:5][C:6]1[CH:7]=[CH:8][C:9]2[N:10]([CH:12]=[C:13]([NH:15][C:16]([CH:18]3[CH2:20][CH2:19]3)=[O:17])[N:14]=2)[N:11]=1.[CH3:25][N:26]1[CH:30]=[CH:29][N:28]=[C:27]1[C:31](O)=[O:32].Cl.C(N=C=NCCCN(C)C)C.ON1C2C=CC=CC=2N=N1.C(=O)([O-])O.[Na+]. The catalyst is CN(C)C=O. The product is [CH:18]1([C:16]([NH:15][C:13]2[N:14]=[C:9]3[CH:8]=[CH:7][C:6]([O:5][C:4]4[CH:21]=[CH:22][C:23]([CH3:24])=[C:2]([NH:1][C:31]([C:27]5[N:26]([CH3:25])[CH:30]=[CH:29][N:28]=5)=[O:32])[CH:3]=4)=[N:11][N:10]3[CH:12]=2)=[O:17])[CH2:20][CH2:19]1. The yield is 0.320. (2) The product is [I:32][C:33]1[CH:34]=[C:35]([C:36]2[N:38]=[C:22]([CH:17]3[CH2:18][O:19][CH2:20][CH2:21][N:16]3[C:14]([O:13][C:9]([CH3:10])([CH3:11])[CH3:12])=[O:15])[O:24][N:37]=2)[CH:40]=[CH:41][CH:42]=1. The reactants are ClC(OCC(C)C)=O.[C:9]([O:13][C:14]([N:16]1[CH2:21][CH2:20][O:19][CH2:18][CH:17]1[C:22]([OH:24])=O)=[O:15])([CH3:12])([CH3:11])[CH3:10].C(N(CC)CC)C.[I:32][C:33]1[CH:34]=[C:35]([CH:40]=[CH:41][CH:42]=1)[C:36]([NH:38]O)=[NH:37]. The catalyst is C1COCC1. The yield is 0.610. (3) The reactants are Br[C:2]1[CH:3]=[C:4]([C:9]([CH2:25][CH3:26])=[C:10]([C:18]2[CH:23]=[CH:22][C:21]([OH:24])=[CH:20][CH:19]=2)[C:11]2[CH:16]=[CH:15][C:14]([OH:17])=[CH:13][CH:12]=2)[CH:5]=[CH:6][C:7]=1[F:8].[CH2:27](N(CC)CC)[CH3:28].C(O[C:37](=O)[CH:38]=[CH2:39])C.[CH3:41]N(C=O)C.[C:46]([O-:49])(O)=[O:47].[Na+]. The catalyst is O. The product is [CH2:25]([C:9]([C:4]1[CH:5]=[CH:6][C:7]([F:8])=[C:2](/[CH:27]=[CH:28]/[C:46]([O:49][C:38]([CH3:37])([CH3:39])[CH3:41])=[O:47])[CH:3]=1)=[C:10]([C:18]1[CH:23]=[CH:22][C:21]([OH:24])=[CH:20][CH:19]=1)[C:11]1[CH:16]=[CH:15][C:14]([OH:17])=[CH:13][CH:12]=1)[CH3:26]. The yield is 0.890. (4) The reactants are [F:1][C:2]([F:7])([F:6])[C:3]([CH3:5])=O.[Cl:8][C:9]1[C:10](=[N:15][NH2:16])[NH:11][CH:12]=[CH:13][CH:14]=1. No catalyst specified. The product is [F:1][C:2]([F:7])([F:6])[C:3](=[N:16][N:15]=[C:10]1[C:9]([Cl:8])=[CH:14][CH:13]=[CH:12][NH:11]1)[CH3:5]. The yield is 0.660.